Dataset: Full USPTO retrosynthesis dataset with 1.9M reactions from patents (1976-2016). Task: Predict the reactants needed to synthesize the given product. (1) Given the product [CH3:1][O:2][C:3]1[CH:12]=[C:11]([O:13][CH3:14])[CH:10]=[C:9]2[C:4]=1[C:5](=[O:29])[NH:6][C:7]([C:15]1[CH:16]=[CH:17][C:18]([NH:21][C:22](=[O:23])[CH2:24][OH:25])=[CH:19][CH:20]=1)=[N:8]2, predict the reactants needed to synthesize it. The reactants are: [CH3:1][O:2][C:3]1[CH:12]=[C:11]([O:13][CH3:14])[CH:10]=[C:9]2[C:4]=1[C:5](=[O:29])[NH:6][C:7]([C:15]1[CH:20]=[CH:19][C:18]([NH:21][C:22]([CH2:24][O:25]C(=O)C)=[O:23])=[CH:17][CH:16]=1)=[N:8]2.C(=O)([O-])[O-].[K+].[K+]. (2) The reactants are: [C:1]1([C:7]2[CH:8]=[CH:9][C:10]([NH2:13])=[N:11][CH:12]=2)[CH:6]=[CH:5][CH:4]=[CH:3][CH:2]=1.Br[CH2:15][C:16]([C:18]1[CH:23]=[CH:22][C:21]([Br:24])=[CH:20][CH:19]=1)=O.C(=O)([O-])O.[Na+]. Given the product [Br:24][C:21]1[CH:22]=[CH:23][C:18]([C:16]2[N:13]=[C:10]3[CH:9]=[CH:8][C:7]([C:1]4[CH:2]=[CH:3][CH:4]=[CH:5][CH:6]=4)=[CH:12][N:11]3[CH:15]=2)=[CH:19][CH:20]=1, predict the reactants needed to synthesize it. (3) The reactants are: [CH3:1][C:2]1[N:3]([C:7]2[CH:14]=[CH:13]C(C#N)=[CH:9][C:8]=2[C:15]([F:18])([F:17])[F:16])[CH:4]=[CH:5][N:6]=1.Cl.[C:20]([OH:23])(=[O:22])[CH3:21]. Given the product [CH3:1][C:2]1[N:3]([C:7]2[CH:14]=[CH:13][C:21]([C:20]([OH:23])=[O:22])=[CH:9][C:8]=2[C:15]([F:18])([F:16])[F:17])[CH:4]=[CH:5][N:6]=1, predict the reactants needed to synthesize it. (4) Given the product [CH3:1][N:2]1[CH2:7][CH2:6][N:5]([S:8]([C:11]2[CH:17]=[CH:16][C:14]([N:15]=[C:19]=[O:22])=[CH:13][CH:12]=2)(=[O:10])=[O:9])[CH2:4][CH2:3]1, predict the reactants needed to synthesize it. The reactants are: [CH3:1][N:2]1[CH2:7][CH2:6][N:5]([S:8]([C:11]2[CH:17]=[CH:16][C:14]([NH2:15])=[CH:13][CH:12]=2)(=[O:10])=[O:9])[CH2:4][CH2:3]1.Cl[C:19]([O:22]C(Cl)=O)(Cl)Cl. (5) The reactants are: [F:1][C:2]1[CH:7]=[C:6]([F:8])[CH:5]=[CH:4][C:3]=1[C@@:9]1([CH2:13][N:14]2[CH:18]=[N:17][CH:16]=[N:15]2)[C@H:11]([CH3:12])[O:10]1.[N:19]1[CH:24]=[CH:23][CH:22]=[CH:21][C:20]=1[C:25]1[CH2:26][NH:27][CH2:28][CH2:29][CH:30]=1.O.O.O.Cl([O-])(=O)(=O)=O.[Li+]. Given the product [F:1][C:2]1[CH:7]=[C:6]([F:8])[CH:5]=[CH:4][C:3]=1[C@:9]([OH:10])([C@H:11]([N:27]1[CH2:28][CH2:29][CH:30]=[C:25]([C:20]2[CH:21]=[CH:22][CH:23]=[CH:24][N:19]=2)[CH2:26]1)[CH3:12])[CH2:13][N:14]1[CH:18]=[N:17][CH:16]=[N:15]1, predict the reactants needed to synthesize it. (6) Given the product [ClH:4].[NH2:5][C:6]1([C:9]([O:11][CH3:1])=[O:10])[CH2:8][CH2:7]1, predict the reactants needed to synthesize it. The reactants are: [C:1]([Cl:4])(=O)C.[NH2:5][C:6]1([C:9]([OH:11])=[O:10])[CH2:8][CH2:7]1. (7) Given the product [NH2:1][C:4]1[CH:5]=[CH:6][C:7]([O:8][CH2:9][CH2:10][CH2:11][CH2:12][C:13]([O:15][CH2:16][CH3:17])=[O:14])=[CH:18][CH:19]=1, predict the reactants needed to synthesize it. The reactants are: [N+:1]([C:4]1[CH:19]=[CH:18][C:7]([O:8][CH2:9][CH2:10][CH2:11][CH2:12][C:13]([O:15][CH2:16][CH3:17])=[O:14])=[CH:6][CH:5]=1)([O-])=O. (8) Given the product [NH3:7].[OH:4][CH2:5][C:6]1[N:10]([CH2:11][CH2:12][CH2:13][C:14]([F:16])([F:15])[F:17])[C:9]2[CH:18]=[CH:19][C:20]([C:22]#[N:23])=[CH:21][C:8]=2[N:7]=1, predict the reactants needed to synthesize it. The reactants are: C([O:4][CH2:5][C:6]1[N:10]([CH2:11][CH2:12][CH2:13][C:14]([F:17])([F:16])[F:15])[C:9]2[CH:18]=[CH:19][C:20]([C:22]#[N:23])=[CH:21][C:8]=2[N:7]=1)(=O)C.C([O-])([O-])=O.[K+].[K+].